This data is from Full USPTO retrosynthesis dataset with 1.9M reactions from patents (1976-2016). The task is: Predict the reactants needed to synthesize the given product. (1) Given the product [Br:6][C:7]1[CH:16]=[C:15]2[C:10]([C:11]([NH:20][C:21]3[CH:26]=[CH:25][C:24]([CH3:27])=[CH:23][C:22]=3[F:28])=[C:12]([C:17]#[N:19])[N:13]=[N:14]2)=[CH:9][CH:8]=1, predict the reactants needed to synthesize it. The reactants are: P(Cl)(Cl)(Cl)=O.[Br:6][C:7]1[CH:16]=[C:15]2[C:10]([C:11]([NH:20][C:21]3[CH:26]=[CH:25][C:24]([CH3:27])=[CH:23][C:22]=3[F:28])=[C:12]([C:17]([NH2:19])=O)[N:13]=[N:14]2)=[CH:9][CH:8]=1.C(N(CC)CC)C. (2) Given the product [CH:29]1([C:35]([NH:37][C:38]2[CH:47]=[CH:46][C:41]([C:42]([OH:44])=[O:43])=[CH:40][CH:39]=2)=[O:36])[CH2:30][CH2:31][CH2:32][CH2:33][CH2:34]1, predict the reactants needed to synthesize it. The reactants are: NC1C=CC(C(O)=O)=CC=1.C1(C(Cl)=O)CCCCC1.CCN(CC)CC.[OH-].[Na+].[CH:29]1([C:35]([NH:37][C:38]2[CH:47]=[CH:46][C:41]([C:42]([O:44]C)=[O:43])=[CH:40][CH:39]=2)=[O:36])[CH2:34][CH2:33][CH2:32][CH2:31][CH2:30]1. (3) Given the product [C:34]([O:16][NH:15][C:14]([CH2:13][C@@H:12]([N:18]1[C:26](=[O:27])[C:25]2[C:20](=[CH:21][CH:22]=[CH:23][C:24]=2[NH:28][C:29]([CH:31]2[CH2:33][CH2:32]2)=[O:30])[CH2:19]1)[C:6]1[CH:7]=[CH:8][C:9]([O:10][CH3:11])=[C:4]([O:3][CH2:1][CH3:2])[CH:5]=1)=[O:17])(=[O:36])[CH3:35], predict the reactants needed to synthesize it. The reactants are: [CH2:1]([O:3][C:4]1[CH:5]=[C:6]([C@H:12]([N:18]2[C:26](=[O:27])[C:25]3[C:20](=[CH:21][CH:22]=[CH:23][C:24]=3[NH:28][C:29]([CH:31]3[CH2:33][CH2:32]3)=[O:30])[CH2:19]2)[CH2:13][C:14](=[O:17])[NH:15][OH:16])[CH:7]=[CH:8][C:9]=1[O:10][CH3:11])[CH3:2].[C:34](OC(=O)C)(=[O:36])[CH3:35].CCOCC.CCCCCC.